Dataset: Reaction yield outcomes from USPTO patents with 853,638 reactions. Task: Predict the reaction yield, written as a fraction of the theoretical maximum amount of product (1.0 means a 100% yield; for example, 0.34 means a 34% yield). (1) The reactants are [H-].[Na+].[CH3:3][O:4][CH2:5][CH2:6][O:7]CCO.[CH2:11]([O:13][C:14](=[O:42])[CH2:15][CH2:16][CH2:17][CH2:18][CH2:19][O:20][CH2:21][CH2:22][O:23][CH2:24][CH2:25][O:26][CH2:27][CH2:28][O:29][CH2:30][CH2:31][O:32][CH2:33][CH2:34][O:35][CH2:36][CH2:37]S(C)(=O)=O)[CH3:12]. The catalyst is C1(C)C=CC=CC=1. The product is [CH2:11]([O:13][C:14](=[O:42])[CH2:15][CH2:16][CH2:17][CH2:18][CH2:19][O:20][CH2:21][CH2:22][O:23][CH2:24][CH2:25][O:26][CH2:27][CH2:28][O:29][CH2:30][CH2:31][O:32][CH2:33][CH2:34][O:35][CH2:36][CH2:37][O:7][CH2:6][CH2:5][O:4][CH3:3])[CH3:12]. The yield is 0.570. (2) The reactants are C([O:4][CH2:5][C:6]1[C:11]([N:12]2[CH2:24][CH2:23][C:22]3[N:21]4[C:16]([CH2:17][CH2:18][CH2:19][CH2:20]4)=[CH:15][C:14]=3[C:13]2=[O:25])=[CH:10][C:9]([F:26])=[CH:8][C:7]=1[C:27]1[CH:32]=[C:31]([NH:33][C:34]2[CH:39]=[CH:38][C:37]([N:40]3[CH2:45][CH2:44][N:43]([CH:46]4[CH2:49][O:48][CH2:47]4)[CH2:42][CH:41]3[CH2:50][CH3:51])=[CH:36][N:35]=2)[C:30](=[O:52])[N:29]([CH3:53])[CH:28]=1)(=O)C.[OH-].[Li+]. The catalyst is C(O)(C)C.C1COCC1.O. The product is [CH2:50]([C@H:41]1[CH2:42][N:43]([CH:46]2[CH2:47][O:48][CH2:49]2)[CH2:44][CH2:45][N:40]1[C:37]1[CH:38]=[CH:39][C:34]([NH:33][C:31]2[C:30](=[O:52])[N:29]([CH3:53])[CH:28]=[C:27]([C:7]3[C:6]([CH2:5][OH:4])=[C:11]([N:12]4[CH2:24][CH2:23][C:22]5[N:21]6[C:16]([CH2:17][CH2:18][CH2:19][CH2:20]6)=[CH:15][C:14]=5[C:13]4=[O:25])[CH:10]=[C:9]([F:26])[CH:8]=3)[CH:32]=2)=[N:35][CH:36]=1)[CH3:51]. The yield is 0.400. (3) The reactants are C(=O)([O-])[O-].[K+].[K+].I[C:8]1[C:13]([O:14][C:15]2[C:24]3[C:19](=[CH:20][C:21]([O:27][CH3:28])=[C:22]([O:25][CH3:26])[CH:23]=3)[N:18]=[CH:17][CH:16]=2)=[CH:12][CH:11]=[C:10]([CH3:29])[N:9]=1.CC1(C)C(C)(C)OC(B[C:39]2[CH:40]=[N:41][NH:42][CH:43]=2)O1. The catalyst is CN(C)C=O. The product is [CH3:26][O:25][C:22]1[CH:23]=[C:24]2[C:19](=[CH:20][C:21]=1[O:27][CH3:28])[N:18]=[CH:17][CH:16]=[C:15]2[O:14][C:13]1[C:8]([C:39]2[CH:40]=[N:41][NH:42][CH:43]=2)=[N:9][C:10]([CH3:29])=[CH:11][CH:12]=1. The yield is 0.440.